Task: Predict the product of the given reaction.. Dataset: Forward reaction prediction with 1.9M reactions from USPTO patents (1976-2016) (1) The product is: [CH2:1]([O:3][C:4](=[O:31])[CH2:5][C:6]1[CH:7]=[C:8]([C:14]2[CH:19]=[CH:18][C:17]([C:20]3[CH:21]=[N:22][C:23]([O:26][CH2:27][CH3:28])=[CH:24][CH:25]=3)=[CH:16][C:15]=2[CH2:29][NH:34][CH2:32][CH3:33])[C:9]([O:12][CH3:13])=[CH:10][CH:11]=1)[CH3:2]. Given the reactants [CH2:1]([O:3][C:4](=[O:31])[CH2:5][C:6]1[CH:7]=[C:8]([C:14]2[CH:19]=[CH:18][C:17]([C:20]3[CH:21]=[N:22][C:23]([O:26][CH2:27][CH3:28])=[CH:24][CH:25]=3)=[CH:16][C:15]=2[CH:29]=O)[C:9]([O:12][CH3:13])=[CH:10][CH:11]=1)[CH3:2].[CH2:32]([NH2:34])[CH3:33], predict the reaction product. (2) Given the reactants [N+:1]([C:4]1[CH:9]=[CH:8][C:7]([C:10]2[C:14](C=O)=[CH:13][N:12]([CH:17]3[CH2:22][CH2:21][CH2:20][CH2:19][O:18]3)[N:11]=2)=[CH:6][CH:5]=1)([O-:3])=[O:2].[CH3:23][N:24]([CH2:32][CH2:33][NH:34][CH3:35])[C:25](=[O:31])[O:26][C:27]([CH3:30])([CH3:29])[CH3:28].[BH3-][C:37]#N.[Na+].O, predict the reaction product. The product is: [CH3:23][N:24]([CH2:32][CH2:33][N:34]([CH3:37])[CH2:35][C:14]1[C:10]([C:7]2[CH:6]=[CH:5][C:4]([N+:1]([O-:3])=[O:2])=[CH:9][CH:8]=2)=[N:11][N:12]([CH:17]2[CH2:22][CH2:21][CH2:20][CH2:19][O:18]2)[CH:13]=1)[C:25](=[O:31])[O:26][C:27]([CH3:30])([CH3:29])[CH3:28]. (3) Given the reactants CO[C:3]1[C:23]([O:24][CH3:25])=[CH:22][C:6]2[C:7]([OH:21])=[CH:8][C:9]3[C:10]([OH:20])([CH2:18][CH3:19])[C:11]4[CH:12]=[CH:13][CH:14]=[CH:15][C:16]=4[C:17]=3[C:5]=2[CH:4]=1.[NH:26]1[CH2:31][CH2:30][O:29][CH2:28][CH2:27]1.C([Li])CCC.[Cl-].[NH4+], predict the reaction product. The product is: [O:29]1[CH2:30][CH2:31][N:26]([C:3]2[C:23]([O:24][CH3:25])=[CH:22][C:6]3[C:7]([OH:21])=[CH:8][C:9]4[C:10]([OH:20])([CH2:18][CH3:19])[C:11]5[CH:12]=[CH:13][CH:14]=[CH:15][C:16]=5[C:17]=4[C:5]=3[CH:4]=2)[CH2:27][CH2:28]1. (4) Given the reactants I[C:2]1[C:3]([O:10][C:11]2[CH:16]=[CH:15][C:14]([NH:17][C:18]3[CH:23]=[CH:22][C:21]([CH3:24])=[CH:20][N:19]=3)=[CH:13][CH:12]=2)=[N:4][C:5]([O:8][CH3:9])=[N:6][CH:7]=1.[F:25][C:26]1[CH:31]=[C:30](B(O)O)[CH:29]=[CH:28][N:27]=1.C(=O)([O-])[O-].[Na+].[Na+], predict the reaction product. The product is: [F:25][C:26]1[CH:31]=[C:30]([C:2]2[C:3]([O:10][C:11]3[CH:16]=[CH:15][C:14]([NH:17][C:18]4[CH:23]=[CH:22][C:21]([CH3:24])=[CH:20][N:19]=4)=[CH:13][CH:12]=3)=[N:4][C:5]([O:8][CH3:9])=[N:6][CH:7]=2)[CH:29]=[CH:28][N:27]=1. (5) Given the reactants [CH2:1]([O:3][C:4]([N:6]1[C:15]2[C:10](=[CH:11][C:12]([C:16]([F:19])([F:18])[F:17])=[CH:13][CH:14]=2)[C@@H:9]([NH2:20])[CH2:8][C@H:7]1[CH2:21][CH3:22])=[O:5])[CH3:2].[F:23][C:24]([F:38])([F:37])[C:25]1[CH:26]=[C:27]([CH:30]=[C:31]([C:33]([F:36])([F:35])[F:34])[CH:32]=1)[CH:28]=O.C(O)(=O)C.[BH-](OC(C)=O)(OC(C)=O)OC(C)=O.[Na+], predict the reaction product. The product is: [F:23][C:24]([F:37])([F:38])[C:25]1[CH:26]=[C:27]([CH:30]=[C:31]([C:33]([F:36])([F:34])[F:35])[CH:32]=1)[CH2:28][NH:20][C@@H:9]1[C:10]2[C:15](=[CH:14][CH:13]=[C:12]([C:16]([F:17])([F:18])[F:19])[CH:11]=2)[N:6]([C:4]([O:3][CH2:1][CH3:2])=[O:5])[C@H:7]([CH2:21][CH3:22])[CH2:8]1. (6) The product is: [Cl:12][C:5]1[C:4]2[C:9](=[CH:10][CH:11]=[C:2]([C:21]([C:23]3[N:24]=[CH:25][S:26][CH:27]=3)=[O:22])[CH:3]=2)[N:8]=[CH:7][CH:6]=1. Given the reactants Br[C:2]1[CH:3]=[C:4]2[C:9](=[CH:10][CH:11]=1)[N:8]=[CH:7][CH:6]=[C:5]2[Cl:12].[Li]CCCC.CON(C)[C:21]([C:23]1[N:24]=[CH:25][S:26][CH:27]=1)=[O:22], predict the reaction product. (7) Given the reactants [F:1][C:2]1[C:7]([F:8])=[CH:6][CH:5]=[CH:4][C:3]=1[C:9]1[CH:10]=[C:11]2[C:16](=[CH:17][CH:18]=1)[N:15]=[C:14]([C:19]1[CH:20]=[N:21][CH:22]=[CH:23][CH:24]=1)[N:13]=[C:12]2[N:25]1[C:33]2[C:28](=[CH:29][C:30]([NH2:34])=[CH:31][CH:32]=2)[CH2:27][CH2:26]1.N1C=CC=CC=1.[C:41]([Cl:44])(=[O:43])[CH3:42], predict the reaction product. The product is: [ClH:44].[ClH:44].[F:1][C:2]1[C:7]([F:8])=[CH:6][CH:5]=[CH:4][C:3]=1[C:9]1[CH:10]=[C:11]2[C:16](=[CH:17][CH:18]=1)[N:15]=[C:14]([C:19]1[CH:20]=[N:21][CH:22]=[CH:23][CH:24]=1)[N:13]=[C:12]2[N:25]1[C:33]2[C:28](=[CH:29][C:30]([NH:34][C:41](=[O:43])[CH3:42])=[CH:31][CH:32]=2)[CH2:27][CH2:26]1. (8) Given the reactants [Cl:1][C:2]1[CH:3]=[C:4]([CH:6]=[CH:7][C:8]=1[O:9][CH2:10][C:11]1[CH:16]=[CH:15][CH:14]=[C:13]([F:17])[CH:12]=1)[NH2:5].Cl[C:19]1[C:28]2[C:23](=[CH:24][CH:25]=[C:26]([C:29]3[O:30][C:31]([CH3:34])=[N:32][N:33]=3)[CH:27]=2)[N:22]=[CH:21][N:20]=1, predict the reaction product. The product is: [ClH:1].[Cl:1][C:2]1[CH:3]=[C:4]([NH:5][C:19]2[C:28]3[C:23](=[CH:24][CH:25]=[C:26]([C:29]4[O:30][C:31]([CH3:34])=[N:32][N:33]=4)[CH:27]=3)[N:22]=[CH:21][N:20]=2)[CH:6]=[CH:7][C:8]=1[O:9][CH2:10][C:11]1[CH:16]=[CH:15][CH:14]=[C:13]([F:17])[CH:12]=1.